This data is from Full USPTO retrosynthesis dataset with 1.9M reactions from patents (1976-2016). The task is: Predict the reactants needed to synthesize the given product. Given the product [CH2:27]([O:26][C:24]([C:21]1([CH2:30][CH2:31][CH3:32])[CH2:22][CH2:23][N:18]([C:11]([O:13][C:14]([CH3:17])([CH3:16])[CH3:15])=[O:12])[CH2:19][CH2:20]1)=[O:25])[CH3:28], predict the reactants needed to synthesize it. The reactants are: C[Si](C)(C)[N-][Si](C)(C)C.[K+].[C:11]([N:18]1[CH2:23][CH2:22][CH:21]([C:24]([O:26][CH2:27][CH3:28])=[O:25])[CH2:20][CH2:19]1)([O:13][C:14]([CH3:17])([CH3:16])[CH3:15])=[O:12].I[CH2:30][CH2:31][CH3:32].